Dataset: Reaction yield outcomes from USPTO patents with 853,638 reactions. Task: Predict the reaction yield, written as a fraction of the theoretical maximum amount of product (1.0 means a 100% yield; for example, 0.34 means a 34% yield). (1) The reactants are [C:1]([C:3]1[CH:4]=[C:5](/[C:9](/[O-])=[CH:10]/[C:11](=O)[C:12]([O:14][CH2:15][CH3:16])=[O:13])[CH:6]=[CH:7][CH:8]=1)#[N:2].[Li+].Cl.[Cl:21][C:22]1[CH:23]=[C:24]([NH:28][NH2:29])[CH:25]=[CH:26][CH:27]=1. No catalyst specified. The product is [Cl:21][C:22]1[CH:23]=[C:24]([N:28]2[C:9]([C:5]3[CH:6]=[CH:7][CH:8]=[C:3]([C:1]#[N:2])[CH:4]=3)=[CH:10][C:11]([C:12]([O:14][CH2:15][CH3:16])=[O:13])=[N:29]2)[CH:25]=[CH:26][CH:27]=1. The yield is 0.350. (2) The reactants are [CH:1]([O:14][C:15]1[C:16]2[C:35](=[O:36])[N:34]([CH2:37][C:38]3[CH:43]=[CH:42][C:41]([F:44])=[CH:40][CH:39]=3)[CH2:33][C:17]=2[C:18](OS(C(F)(F)F)(=O)=O)=[C:19]2[C:24]=1[N:23]=[CH:22][CH:21]=[CH:20]2)([C:8]1[CH:13]=[CH:12][CH:11]=[CH:10][CH:9]=1)[C:2]1[CH:7]=[CH:6][CH:5]=[CH:4][CH:3]=1.[C:45]1(P(C2C=CC=CC=2)CCCP(C2C=CC=CC=2)C2C=CC=CC=2)C=CC=CC=1.CI.[C:76]([O-:79])([O-])=[O:77].[Cs+].[Cs+]. The catalyst is CN(C=O)C.O.CCOC(C)=O.CC([O-])=O.CC([O-])=O.[Pd+2]. The product is [CH3:45][O:79][C:76]([C:18]1[C:19]2[CH:20]=[CH:21][CH:22]=[N:23][C:24]=2[C:15]([O:14][CH:1]([C:8]2[CH:13]=[CH:12][CH:11]=[CH:10][CH:9]=2)[C:2]2[CH:3]=[CH:4][CH:5]=[CH:6][CH:7]=2)=[C:16]2[C:35](=[O:36])[N:34]([CH2:37][C:38]3[CH:39]=[CH:40][C:41]([F:44])=[CH:42][CH:43]=3)[CH2:33][C:17]=12)=[O:77]. The yield is 0.700.